From a dataset of Catalyst prediction with 721,799 reactions and 888 catalyst types from USPTO. Predict which catalyst facilitates the given reaction. (1) Reactant: [N:1]1[CH:6]=[CH:5][CH:4]=[C:3]([O:7][C:8]2[CH:9]=[C:10]([N+:14]([O-])=O)[CH:11]=[CH:12][CH:13]=2)[CH:2]=1. Product: [N:1]1[CH:6]=[CH:5][CH:4]=[C:3]([O:7][C:8]2[CH:9]=[C:10]([CH:11]=[CH:12][CH:13]=2)[NH2:14])[CH:2]=1. The catalyst class is: 99. (2) Reactant: [Br:1][C:2]1[C:3](Cl)=[N:4][CH:5]=[C:6]([CH:21]=1)[C:7]([NH:9][C:10]1[CH:15]=[CH:14][C:13]([O:16][C:17]([F:20])([F:19])[F:18])=[CH:12][CH:11]=1)=[O:8].C1CNC([CH2:28][OH:29])C1.Cl.CC[N:33]([CH:37]([CH3:39])C)[CH:34]([CH3:36])C. Product: [Br:1][C:2]1[C:3]([N:33]2[CH2:34][CH2:36][C@H:39]([CH2:28][OH:29])[CH2:37]2)=[N:4][CH:5]=[C:6]([CH:21]=1)[C:7]([NH:9][C:10]1[CH:15]=[CH:14][C:13]([O:16][C:17]([F:20])([F:19])[F:18])=[CH:12][CH:11]=1)=[O:8]. The catalyst class is: 41.